Dataset: Forward reaction prediction with 1.9M reactions from USPTO patents (1976-2016). Task: Predict the product of the given reaction. (1) Given the reactants Br[C:2]1[CH:7]=[C:6]([CH3:8])[C:5]([CH:9]([S:19][C:20]2[CH:25]=[CH:24][CH:23]=[CH:22][CH:21]=2)[C:10]2[C:15]([F:16])=[CH:14][CH:13]=[C:12]([F:17])[C:11]=2[F:18])=[CH:4][N:3]=1.CCCCCC.C([Li])CCC.CN(C)[CH:39]=[O:40], predict the reaction product. The product is: [CH3:8][C:6]1[C:5]([CH:9]([S:19][C:20]2[CH:25]=[CH:24][CH:23]=[CH:22][CH:21]=2)[C:10]2[C:15]([F:16])=[CH:14][CH:13]=[C:12]([F:17])[C:11]=2[F:18])=[CH:4][N:3]=[C:2]([CH:39]=[O:40])[CH:7]=1. (2) Given the reactants [Cl:1][C:2]1[CH:10]=[C:9]2[C:5]([C:6]([C:11]([N:13]3[CH2:18][CH2:17][C:16]4([C:22]5[CH:23]=[CH:24][CH:25]=[CH:26][C:21]=5[CH2:20][O:19]4)[CH2:15][CH2:14]3)=[O:12])=[CH:7][NH:8]2)=[CH:4][CH:3]=1.Cl[CH2:28][C:29]([N:31]1[CH2:36][CH2:35][CH2:34][CH2:33][CH2:32]1)=[O:30], predict the reaction product. The product is: [Cl:1][C:2]1[CH:10]=[C:9]2[C:5]([C:6]([C:11]([N:13]3[CH2:18][CH2:17][C:16]4([C:22]5[CH:23]=[CH:24][CH:25]=[CH:26][C:21]=5[CH2:20][O:19]4)[CH2:15][CH2:14]3)=[O:12])=[CH:7][N:8]2[CH2:28][C:29](=[O:30])[N:31]2[CH2:36][CH2:35][CH2:34][CH2:33][CH2:32]2)=[CH:4][CH:3]=1. (3) The product is: [CH:15]1([CH2:18][NH:14][CH2:13][CH2:12][C:6]2[CH:7]=[CH:8][C:9]([O:10][CH3:11])=[C:4]([O:3][CH2:1][CH3:2])[CH:5]=2)[CH2:17][CH2:16]1. Given the reactants [CH2:1]([O:3][C:4]1[CH:5]=[C:6]([CH2:12][CH2:13][NH2:14])[CH:7]=[CH:8][C:9]=1[O:10][CH3:11])[CH3:2].[CH:15]1([CH:18]=O)[CH2:17][CH2:16]1, predict the reaction product. (4) Given the reactants [Cl:1][C:2]1[N:3]=[CH:4][C:5]2[NH:14][C:13](=[O:15])[CH2:12][C@@H:11]3[N:7]([CH2:8][CH2:9][CH2:10]3)[C:6]=2[N:16]=1.[C:17](=O)([O-])[O-].[Cs+].[Cs+].IC, predict the reaction product. The product is: [Cl:1][C:2]1[N:3]=[CH:4][C:5]2[N:14]([CH3:17])[C:13](=[O:15])[CH2:12][C@@H:11]3[N:7]([CH2:8][CH2:9][CH2:10]3)[C:6]=2[N:16]=1. (5) Given the reactants [Cl:1][C:2]1[CH:7]=[CH:6][C:5]([N:8]=[C:9]=[O:10])=[CH:4][CH:3]=1.[NH2:11][C:12]1[CH:25]=[CH:24][C:15]([O:16][CH2:17][CH2:18][N:19]2[CH2:22][CH:21]([OH:23])[CH2:20]2)=[C:14]([C:26]2[N:27]([CH3:32])[N:28]=[CH:29][C:30]=2[Cl:31])[CH:13]=1, predict the reaction product. The product is: [Cl:31][C:30]1[CH:29]=[N:28][N:27]([CH3:32])[C:26]=1[C:14]1[CH:13]=[C:12]([NH:11][C:9]([NH:8][C:5]2[CH:6]=[CH:7][C:2]([Cl:1])=[CH:3][CH:4]=2)=[O:10])[CH:25]=[CH:24][C:15]=1[O:16][CH2:17][CH2:18][N:19]1[CH2:22][CH:21]([OH:23])[CH2:20]1. (6) Given the reactants [N:1]1[CH:6]=[CH:5][C:4]([OH:7])=[CH:3][CH:2]=1.O[CH:9]1[CH2:12][N:11]([C:13]([O:15][C:16]([CH3:19])([CH3:18])[CH3:17])=[O:14])[CH2:10]1.C1C=CC(P(C2C=CC=CC=2)C2C=CC=CC=2)=CC=1.CC(OC(/N=N/C(OC(C)C)=O)=O)C, predict the reaction product. The product is: [N:1]1[CH:6]=[CH:5][C:4]([O:7][CH:9]2[CH2:10][N:11]([C:13]([O:15][C:16]([CH3:19])([CH3:18])[CH3:17])=[O:14])[CH2:12]2)=[CH:3][CH:2]=1. (7) Given the reactants Br[CH2:2][C:3]([CH3:20])=[CH:4][CH2:5][C:6]1[C:14]([OH:15])=[C:13]2[C:9]([CH2:10][O:11][C:12]2=[O:16])=[C:8]([CH3:17])[C:7]=1[O:18][CH3:19].[CH3:21][O:22][P:23]([O:26]C)[O:24][CH3:25], predict the reaction product. The product is: [CH3:21][O:22][P:23]([CH2:2][C:3]([CH3:20])=[CH:4][CH2:5][C:6]1[C:14]([OH:15])=[C:13]2[C:9](=[C:8]([CH3:17])[C:7]=1[O:18][CH3:19])[CH2:10][O:11][C:12]2=[O:16])(=[O:26])[O:24][CH3:25]. (8) Given the reactants I.[CH3:2][C:3]1[CH:4]=[C:5]([C@H:9]2[C@@H:13]([C:14]3[CH:19]=[CH:18][CH:17]=[C:16]([CH3:20])[CH:15]=3)[NH:12][C:11]([S:21][CH3:22])=[N:10]2)[CH:6]=[CH:7][CH:8]=1.[C:23]([O:27][C:28](O[C:28]([O:27][C:23]([CH3:26])([CH3:25])[CH3:24])=[O:29])=[O:29])([CH3:26])([CH3:25])[CH3:24].C(N(CC)CC)C, predict the reaction product. The product is: [CH3:2][C:3]1[CH:4]=[C:5]([C@H:9]2[C@@H:13]([C:14]3[CH:19]=[CH:18][CH:17]=[C:16]([CH3:20])[CH:15]=3)[N:12]([C:28]([O:27][C:23]([CH3:26])([CH3:25])[CH3:24])=[O:29])[C:11]([S:21][CH3:22])=[N:10]2)[CH:6]=[CH:7][CH:8]=1.